Dataset: Forward reaction prediction with 1.9M reactions from USPTO patents (1976-2016). Task: Predict the product of the given reaction. Given the reactants [OH-].[Na+].[C:3]1([N:9]2[CH2:18][CH2:17][C:16]3[C:11](=[CH:12][CH:13]=[C:14]([C:19]([O:21]C)=[O:20])[CH:15]=3)[CH2:10]2)[CH:8]=[CH:7][CH:6]=[CH:5][CH:4]=1.Cl, predict the reaction product. The product is: [C:3]1([N:9]2[CH2:18][CH2:17][C:16]3[C:11](=[CH:12][CH:13]=[C:14]([C:19]([OH:21])=[O:20])[CH:15]=3)[CH2:10]2)[CH:4]=[CH:5][CH:6]=[CH:7][CH:8]=1.